Dataset: Reaction yield outcomes from USPTO patents with 853,638 reactions. Task: Predict the reaction yield, written as a fraction of the theoretical maximum amount of product (1.0 means a 100% yield; for example, 0.34 means a 34% yield). (1) The reactants are [NH2:1][C:2]1[CH:7]=[CH:6][C:5]([S:8][CH2:9][C:10]2[CH:15]=[CH:14][CH:13]=[CH:12][CH:11]=2)=[CH:4][C:3]=1/[CH:16]=[CH:17]/[C:18]([O:20][CH2:21][CH3:22])=[O:19].[Br:23][C:24]1[CH:29]=[C:28]([O:30][CH3:31])[C:27](I)=[CH:26][C:25]=1[Cl:33].C(=O)([O-])[O-].[Cs+].[Cs+].COC1CCCC1. The catalyst is C1C=CC(/C=C/C(/C=C/C2C=CC=CC=2)=O)=CC=1.C1C=CC(/C=C/C(/C=C/C2C=CC=CC=2)=O)=CC=1.C1C=CC(/C=C/C(/C=C/C2C=CC=CC=2)=O)=CC=1.[Pd].[Pd].CC1(C)C2C(=C(P(C3C=CC=CC=3)C3C=CC=CC=3)C=CC=2)OC2C(P(C3C=CC=CC=3)C3C=CC=CC=3)=CC=CC1=2.C(O)(C)C. The product is [CH2:9]([S:8][C:5]1[CH:6]=[CH:7][C:2]([NH:1][C:27]2[CH:26]=[C:25]([Cl:33])[C:24]([Br:23])=[CH:29][C:28]=2[O:30][CH3:31])=[C:3](/[CH:16]=[CH:17]/[C:18]([O:20][CH2:21][CH3:22])=[O:19])[CH:4]=1)[C:10]1[CH:15]=[CH:14][CH:13]=[CH:12][CH:11]=1. The yield is 0.900. (2) The reactants are [CH:1]([C@@H:14]1[O:19][CH2:18][C@@H:17](OS(C)(=O)=O)[CH2:16][CH2:15]1)([C:8]1[CH:13]=[CH:12][CH:11]=[CH:10][CH:9]=1)[C:2]1[CH:7]=[CH:6][CH:5]=[CH:4][CH:3]=1.[N-:25]=[N+:26]=[N-:27].[Na+]. The catalyst is CN(C=O)C. The product is [N:25]([C@H:17]1[CH2:16][CH2:15][C@@H:14]([CH:1]([C:8]2[CH:13]=[CH:12][CH:11]=[CH:10][CH:9]=2)[C:2]2[CH:7]=[CH:6][CH:5]=[CH:4][CH:3]=2)[O:19][CH2:18]1)=[N+:26]=[N-:27]. The yield is 0.920. (3) The reactants are [CH2:1]([C:3]1[CH:8]=[CH:7][C:6]([C@H:9]2[CH2:14][C@@H:13]([C:15]([F:18])([F:17])[F:16])[N:12]3[N:19]=[CH:20][C:21]([C:22]([OH:24])=O)=[C:11]3[NH:10]2)=[CH:5][CH:4]=1)[CH3:2].CN(C(ON1N=NC2C=CC=NC1=2)=[N+](C)C)C.F[P-](F)(F)(F)(F)F.C(N(CC)C(C)C)(C)C.[CH3:58][C:59]1[N:64]=[CH:63][C:62]([CH2:65][NH2:66])=[CH:61][CH:60]=1. No catalyst specified. The product is [CH2:1]([C:3]1[CH:8]=[CH:7][C:6]([C@H:9]2[CH2:14][C@@H:13]([C:15]([F:16])([F:17])[F:18])[N:12]3[N:19]=[CH:20][C:21]([C:22]([NH:66][CH2:65][C:62]4[CH:63]=[N:64][C:59]([CH3:58])=[CH:60][CH:61]=4)=[O:24])=[C:11]3[NH:10]2)=[CH:5][CH:4]=1)[CH3:2]. The yield is 0.770. (4) The reactants are [N+:1]([C:4]1[CH:5]=[C:6]([CH2:10][C:11]#[N:12])[CH:7]=[CH:8][CH:9]=1)([O-:3])=[O:2].CSC.B.Cl. The catalyst is C1COCC1.C(O)C. The product is [N+:1]([C:4]1[CH:5]=[C:6]([CH2:10][CH2:11][NH2:12])[CH:7]=[CH:8][CH:9]=1)([O-:3])=[O:2]. The yield is 0.920. (5) The reactants are [CH3:1][N:2]([CH3:19])[CH2:3][CH2:4][N:5]([CH3:18])[C:6]1[C:14]2[C:9](=[CH:10][C:11]([C:15]([O-:17])=O)=[CH:12][CH:13]=2)[NH:8][N:7]=1.[Li+].C(Cl)CCl.C1C=CC2N(O)N=NC=2C=1.[Cl:35][C:36]1[CH:43]=[C:42]([Cl:44])[CH:41]=[CH:40][C:37]=1[CH2:38][NH2:39]. The catalyst is CN(C=O)C.C(OCC)(=O)C.CCN(CC)CC. The product is [Cl:35][C:36]1[CH:43]=[C:42]([Cl:44])[CH:41]=[CH:40][C:37]=1[CH2:38][NH:39][C:15]([C:11]1[CH:10]=[C:9]2[C:14]([C:6]([N:5]([CH2:4][CH2:3][N:2]([CH3:1])[CH3:19])[CH3:18])=[N:7][NH:8]2)=[CH:13][CH:12]=1)=[O:17]. The yield is 0.250.